Regression. Given two drug SMILES strings and cell line genomic features, predict the synergy score measuring deviation from expected non-interaction effect. From a dataset of Merck oncology drug combination screen with 23,052 pairs across 39 cell lines. (1) Drug 1: COc1cc(C2c3cc4c(cc3C(OC3OC5COC(C)OC5C(O)C3O)C3COC(=O)C23)OCO4)cc(OC)c1O. Drug 2: CCN(CC)CCNC(=O)c1c(C)[nH]c(C=C2C(=O)Nc3ccc(F)cc32)c1C. Cell line: OV90. Synergy scores: synergy=-2.41. (2) Drug 1: CN1C(=O)C=CC2(C)C3CCC4(C)C(NC(=O)OCC(F)(F)F)CCC4C3CCC12. Drug 2: COC1=C2CC(C)CC(OC)C(O)C(C)C=C(C)C(OC(N)=O)C(OC)C=CC=C(C)C(=O)NC(=CC1=O)C2=O. Cell line: NCIH460. Synergy scores: synergy=-2.28. (3) Drug 1: CCN(CC)CCNC(=O)c1c(C)[nH]c(C=C2C(=O)Nc3ccc(F)cc32)c1C. Drug 2: Cn1nnc2c(C(N)=O)ncn2c1=O. Cell line: KPL1. Synergy scores: synergy=6.32. (4) Drug 2: CNC(=O)c1cc(Oc2ccc(NC(=O)Nc3ccc(Cl)c(C(F)(F)F)c3)cc2)ccn1. Synergy scores: synergy=16.8. Drug 1: O=C(NOCC(O)CO)c1ccc(F)c(F)c1Nc1ccc(I)cc1F. Cell line: SKMEL30. (5) Drug 1: C=CCn1c(=O)c2cnc(Nc3ccc(N4CCN(C)CC4)cc3)nc2n1-c1cccc(C(C)(C)O)n1. Drug 2: NC1(c2ccc(-c3nc4ccn5c(=O)[nH]nc5c4cc3-c3ccccc3)cc2)CCC1. Cell line: EFM192B. Synergy scores: synergy=1.88. (6) Drug 1: O=C(CCCCCCC(=O)Nc1ccccc1)NO. Drug 2: O=C(O)C1(Cc2cccc(Nc3nccs3)n2)CCC(Oc2cccc(Cl)c2F)CC1. Cell line: ZR751. Synergy scores: synergy=-13.1.